Dataset: Reaction yield outcomes from USPTO patents with 853,638 reactions. Task: Predict the reaction yield, written as a fraction of the theoretical maximum amount of product (1.0 means a 100% yield; for example, 0.34 means a 34% yield). The reactants are [CH2:1]([O:3][C:4]1[C:14]([O:15][CH2:16][CH3:17])=[CH:13][C:7]([C:8]([O:10][CH2:11][CH3:12])=[O:9])=[C:6]([N+:18]([O-])=O)[CH:5]=1)[CH3:2].[H][H]. The catalyst is CCOC(C)=O.[Pd]. The product is [NH2:18][C:6]1[CH:5]=[C:4]([O:3][CH2:1][CH3:2])[C:14]([O:15][CH2:16][CH3:17])=[CH:13][C:7]=1[C:8]([O:10][CH2:11][CH3:12])=[O:9]. The yield is 0.990.